From a dataset of Forward reaction prediction with 1.9M reactions from USPTO patents (1976-2016). Predict the product of the given reaction. (1) Given the reactants [CH3:1][O:2][C:3]1[C:4]([CH3:34])=[C:5]([C:25]([O:32][CH3:33])=[C:26]([O:30][CH3:31])[C:27]=1[O:28][CH3:29])[CH2:6][C:7]1[C:8]([O:17]CC2C=CC=CC=2)=[C:9]([CH:14]=[CH:15][CH:16]=1)[C:10]([O:12][CH3:13])=[O:11].[H][H], predict the reaction product. The product is: [CH3:1][O:2][C:3]1[C:4]([CH3:34])=[C:5]([C:25]([O:32][CH3:33])=[C:26]([O:30][CH3:31])[C:27]=1[O:28][CH3:29])[CH2:6][C:7]1[C:8]([OH:17])=[C:9]([CH:14]=[CH:15][CH:16]=1)[C:10]([O:12][CH3:13])=[O:11]. (2) Given the reactants [OH:1][C:2]1[CH:3]=[C:4]([CH2:8][C:9]([O:11][CH2:12][C:13]2[CH:18]=[CH:17][CH:16]=[CH:15][CH:14]=2)=[O:10])[CH:5]=[CH:6][CH:7]=1.ClCCl.[CH2:22]([O:29][C:30]([NH:32][CH:33]([CH2:44][CH2:45][P:46](OCl)([O:48][CH3:49])=[O:47])[C:34]([O:36][CH2:37][C:38]1[CH:43]=[CH:42][CH:41]=[CH:40][CH:39]=1)=[O:35])=[O:31])[C:23]1[CH:28]=[CH:27][CH:26]=[CH:25][CH:24]=1.C(N(CC)CC)C, predict the reaction product. The product is: [CH2:22]([O:29][C:30]([NH:32][CH:33]([CH2:44][CH2:45][P:46]([O:1][C:2]1[CH:7]=[CH:6][CH:5]=[C:4]([CH2:8][C:9]([O:11][CH2:12][C:13]2[CH:14]=[CH:15][CH:16]=[CH:17][CH:18]=2)=[O:10])[CH:3]=1)([O:48][CH3:49])=[O:47])[C:34]([O:36][CH2:37][C:38]1[CH:43]=[CH:42][CH:41]=[CH:40][CH:39]=1)=[O:35])=[O:31])[C:23]1[CH:24]=[CH:25][CH:26]=[CH:27][CH:28]=1. (3) Given the reactants C(OC(=O)[NH:7][C@H:8]([C:19]1[C:24]([Br:25])=[CH:23][CH:22]=[CH:21][N:20]=1)[C:9]1[CH:14]=[CH:13][C:12]([C:15]([F:18])([F:17])[F:16])=[CH:11][CH:10]=1)(C)(C)C.[ClH:27], predict the reaction product. The product is: [ClH:27].[Br:25][C:24]1[C:19]([C@H:8]([C:9]2[CH:14]=[CH:13][C:12]([C:15]([F:17])([F:18])[F:16])=[CH:11][CH:10]=2)[NH2:7])=[N:20][CH:21]=[CH:22][CH:23]=1. (4) Given the reactants [CH:1]1[C:13]2[CH:12]([CH2:14][O:15][C:16]([NH:18][C@@H:19]([CH2:23][C:24]([OH:26])=[O:25])[C:20]([OH:22])=O)=[O:17])[C:11]3[C:6](=[CH:7][CH:8]=[CH:9][CH:10]=3)[C:5]=2[CH:4]=[CH:3][CH:2]=1.CN([P+](ON1N=NC2C=C[CH:43]=[CH:44][C:39]1=2)(N(C)C)N(C)C)C.F[P-](F)(F)(F)(F)F.[CH:54]1C=C2N=NN(O)C2=CC=1.O.C(N(CC)C(C)C)(C)C.[NH2:74][CH2:75][CH2:76][CH2:77][CH2:78][CH2:79][CH2:80][CH2:81][CH2:82][CH2:83][CH2:84][CH3:85], predict the reaction product. The product is: [C:44]([O:26][C:24](=[O:25])[CH2:23][C@H:19]([NH:18][C:16]([O:15][CH2:14][CH:12]1[C:11]2[CH:10]=[CH:9][CH:8]=[CH:7][C:6]=2[C:5]2[C:13]1=[CH:1][CH:2]=[CH:3][CH:4]=2)=[O:17])[C:20]([NH:74][CH2:75][CH2:76][CH2:77][CH2:78][CH2:79][CH2:80][CH2:81][CH2:82][CH2:83][CH2:84][CH3:85])=[O:22])([CH3:43])([CH3:39])[CH3:54]. (5) The product is: [NH2:1][C:2]1[N:7]=[C:6]([CH:8]2[CH2:10][CH2:9]2)[N:5]=[C:4]([C:11]([O:13][CH3:19])=[O:12])[C:3]=1[Cl:14]. Given the reactants [NH2:1][C:2]1[N:7]=[C:6]([CH:8]2[CH2:10][CH2:9]2)[N:5]=[C:4]([C:11]([OH:13])=[O:12])[C:3]=1[Cl:14].S(Cl)(Cl)=O.[CH3:19]O, predict the reaction product. (6) The product is: [CH3:34][O:33][C:23]1[CH:22]=[C:21]([NH:20][C:15]2[N:16]=[C:17]([CH3:19])[CH:18]=[C:13]([O:9][C:5]3[CH:6]=[CH:7][CH:8]=[C:3]([C:2]([F:10])([F:11])[F:1])[CH:4]=3)[N:14]=2)[CH:26]=[CH:25][C:24]=1[N:27]1[CH:31]=[C:30]([CH3:32])[N:29]=[CH:28]1. Given the reactants [F:1][C:2]([F:11])([F:10])[C:3]1[CH:4]=[C:5]([OH:9])[CH:6]=[CH:7][CH:8]=1.Cl[C:13]1[CH:18]=[C:17]([CH3:19])[N:16]=[C:15]([NH:20][C:21]2[CH:26]=[CH:25][C:24]([N:27]3[CH:31]=[C:30]([CH3:32])[N:29]=[CH:28]3)=[C:23]([O:33][CH3:34])[CH:22]=2)[N:14]=1, predict the reaction product. (7) Given the reactants C[O:2][C:3](=[O:28])[C:4]1[CH:9]=[CH:8][C:7]([C:10]2[CH:15]=[CH:14][N:13]=[C:12]([CH2:16][CH3:17])[C:11]=2[C:18]#[C:19][C:20]2[CH:21]=[N:22][C:23]([NH2:26])=[CH:24][CH:25]=2)=[CH:6][C:5]=1[Cl:27].[Li+].[OH-], predict the reaction product. The product is: [NH2:26][C:23]1[N:22]=[CH:21][C:20]([C:19]#[C:18][C:11]2[C:12]([CH2:16][CH3:17])=[N:13][CH:14]=[CH:15][C:10]=2[C:7]2[CH:8]=[CH:9][C:4]([C:3]([OH:28])=[O:2])=[C:5]([Cl:27])[CH:6]=2)=[CH:25][CH:24]=1.